From a dataset of Full USPTO retrosynthesis dataset with 1.9M reactions from patents (1976-2016). Predict the reactants needed to synthesize the given product. Given the product [Br:1][C:2]1[C:10]2=[N:9][S:8][N:7]=[C:6]2[C:12]([C:13]([OH:15])=[O:14])=[CH:4][CH:3]=1, predict the reactants needed to synthesize it. The reactants are: [Br:1][C:2]1[C:10]2[C:6](=[N:7][S:8][N:9]=2)C(C)=[CH:4][CH:3]=1.[CH3:12][C:13]([OH:15])=[O:14].